From a dataset of Forward reaction prediction with 1.9M reactions from USPTO patents (1976-2016). Predict the product of the given reaction. (1) Given the reactants [Cl:1][C:2]1[CH:7]=[CH:6][C:5]([N+:8]([O-:10])=[O:9])=[C:4](F)[CH:3]=1.[CH:12]1([C:18]2[NH:19][CH:20]=[C:21]([CH3:23])[N:22]=2)[CH2:17][CH2:16][CH2:15][CH2:14][CH2:13]1.C(#N)C, predict the reaction product. The product is: [Cl:1][C:2]1[CH:7]=[CH:6][C:5]([N+:8]([O-:10])=[O:9])=[C:4]([N:19]2[CH:20]=[C:21]([CH3:23])[N:22]=[C:18]2[CH:12]2[CH2:13][CH2:14][CH2:15][CH2:16][CH2:17]2)[CH:3]=1. (2) The product is: [CH3:26][O:27][C:28]1[C:29]([O:51][CH3:52])=[CH:30][C:31]2[N:37]([CH2:38][CH2:39][CH3:40])[C:36](=[O:41])[CH2:35][N:34]=[C:33]([C:42]3[CH:43]=[C:44]([CH:47]=[CH:48][CH:49]=3)[C:45]([NH2:46])=[O:2])[C:32]=2[CH:50]=1. Given the reactants C[O:2]C1C(OC)=CC2N(C)C(=O)CN=C(C3C=C(C=CC=3)C#N)C=2C=1.[CH3:26][O:27][C:28]1[C:29]([O:51][CH3:52])=[CH:30][C:31]2[N:37]([CH2:38][CH2:39][CH3:40])[C:36](=[O:41])[CH2:35][N:34]=[C:33]([C:42]3[CH:43]=[C:44]([CH:47]=[CH:48][CH:49]=3)[C:45]#[N:46])[C:32]=2[CH:50]=1, predict the reaction product. (3) Given the reactants C([C@H]1C2C(=CC(C(NCC3C=CC(S(CC)(=O)=O)=CN=3)=O)=CC=2)CN1)C.[CH2:27]([C@H:29]1[C:37]2[C:32](=[CH:33][C:34]([C:38](=[O:52])[NH:39][CH2:40][C:41]3[CH:46]=[CH:45][C:44]([S:47](=[O:51])(=[O:50])[NH:48][CH3:49])=[CH:43][N:42]=3)=[CH:35][CH:36]=2)[CH2:31][N:30]1C(OC(C)(C)C)=O)[CH3:28], predict the reaction product. The product is: [CH2:27]([C@H:29]1[C:37]2[C:32](=[CH:33][C:34]([C:38]([NH:39][CH2:40][C:41]3[CH:46]=[CH:45][C:44]([S:47](=[O:50])(=[O:51])[NH:48][CH3:49])=[CH:43][N:42]=3)=[O:52])=[CH:35][CH:36]=2)[CH2:31][NH:30]1)[CH3:28]. (4) The product is: [OH:15][CH2:16][CH:17]([C:19]1[CH:20]=[C:21]2[C:25](=[CH:26][CH:27]=1)[N:24]([CH3:28])[N:23]=[C:22]2[C:29]1[N:34]=[C:33]([O:35][C@H:36]2[CH2:43][N:42]([C:44]([O:46][C:47]([CH3:48])([CH3:50])[CH3:49])=[O:45])[CH2:41][CH2:40][C:37]32[CH2:38][CH2:39]3)[CH:32]=[N:31][CH:30]=1)[CH3:18]. Given the reactants [H-].[Al+3].[Li+].[H-].[H-].[H-].CCOCC.C([O:15][C:16](=O)[CH:17]([C:19]1[CH:20]=[C:21]2[C:25](=[CH:26][CH:27]=1)[N:24]([CH3:28])[N:23]=[C:22]2[C:29]1[N:34]=[C:33]([O:35][C@H:36]2[CH2:43][N:42]([C:44]([O:46][C:47]([CH3:50])([CH3:49])[CH3:48])=[O:45])[CH2:41][CH2:40][C:37]32[CH2:39][CH2:38]3)[CH:32]=[N:31][CH:30]=1)[CH3:18])(C)C, predict the reaction product. (5) The product is: [CH3:30][N:31]([CH3:41])[C:32]1[CH:37]=[CH:36][C:35]([C:2]2[N:11]=[C:10]([NH:12][CH2:13][C@H:14]3[CH2:16][C@@:15]3([C:24]3[CH:29]=[CH:28][CH:27]=[CH:26][CH:25]=3)[C:17]([N:19]([CH2:22][CH3:23])[CH2:20][CH3:21])=[O:18])[C:9]3[C:4](=[CH:5][CH:6]=[CH:7][CH:8]=3)[N:3]=2)=[CH:34][CH:33]=1. Given the reactants Cl[C:2]1[N:11]=[C:10]([NH:12][CH2:13][CH:14]2[CH2:16][C@@:15]2([C:24]2[CH:29]=[CH:28][CH:27]=[CH:26][CH:25]=2)[C:17]([N:19]([CH2:22][CH3:23])[CH2:20][CH3:21])=[O:18])[C:9]2[C:4](=[CH:5][CH:6]=[CH:7][CH:8]=2)[N:3]=1.[CH3:30][N:31]([CH3:41])[C:32]1[CH:37]=[CH:36][C:35](B(O)O)=[CH:34][CH:33]=1.C1(C(C2C=CC=CN=2)CNC2C3C(=CC=CC=3)N=C(C3C=CC(NS(C)(=O)=O)=CC=3)N=2)C=CC=CC=1, predict the reaction product. (6) Given the reactants [C:1]1([CH2:7][O:8][C:9](=[O:40])[NH:10][CH2:11][CH2:12][CH2:13][NH:14][C:15]2[C:20]([CH2:21][O:22][Si:23]([C:26]([CH3:29])([CH3:28])[CH3:27])([CH3:25])[CH3:24])=[CH:19][N:18]=[C:17]([NH:30][C:31]3[CH:36]=[CH:35][CH:34]=[C:33]([N+:37]([O-])=O)[CH:32]=3)[N:16]=2)[CH:6]=[CH:5][CH:4]=[CH:3][CH:2]=1.N.O, predict the reaction product. The product is: [C:1]1([CH2:7][O:8][C:9](=[O:40])[NH:10][CH2:11][CH2:12][CH2:13][NH:14][C:15]2[C:20]([CH2:21][O:22][Si:23]([C:26]([CH3:29])([CH3:28])[CH3:27])([CH3:25])[CH3:24])=[CH:19][N:18]=[C:17]([NH:30][C:31]3[CH:36]=[CH:35][CH:34]=[C:33]([NH2:37])[CH:32]=3)[N:16]=2)[CH:2]=[CH:3][CH:4]=[CH:5][CH:6]=1. (7) Given the reactants [Cl:1][C:2]1[CH:3]=[CH:4][C:5]([NH:33][C:34](=[O:39])[C:35]([F:38])([F:37])[F:36])=[C:6]([CH:32]=1)[C:7]([N:9]([CH2:22][C:23]1[CH:28]=[CH:27][C:26]([CH:29]2[CH2:31][CH2:30]2)=[CH:25][CH:24]=1)[CH2:10][CH2:11][C:12]1[CH:17]=[CH:16][CH:15]=[C:14]([C:18]([F:21])([F:20])[F:19])[CH:13]=1)=[O:8].[CH3:40]N1C(=O)N(C)CCC1.[H-].[Na+].CI, predict the reaction product. The product is: [Cl:1][C:2]1[CH:3]=[CH:4][C:5]([N:33]([CH3:40])[C:34](=[O:39])[C:35]([F:36])([F:37])[F:38])=[C:6]([CH:32]=1)[C:7]([N:9]([CH2:22][C:23]1[CH:28]=[CH:27][C:26]([CH:29]2[CH2:30][CH2:31]2)=[CH:25][CH:24]=1)[CH2:10][CH2:11][C:12]1[CH:17]=[CH:16][CH:15]=[C:14]([C:18]([F:21])([F:20])[F:19])[CH:13]=1)=[O:8]. (8) Given the reactants Cl.[F:2][C:3]1[CH:8]=[CH:7][C:6]([S:9]([CH2:12][CH:13]2[CH2:16][NH:15][CH2:14]2)(=[O:11])=[O:10])=[CH:5][CH:4]=1.CCN(CC)CC.BrC1C=CC=CC=1[CH2:31][C:32]([C:34]1[CH:39]=[CH:38][C:37]([F:40])=[CH:36][CH:35]=1)=[O:33], predict the reaction product. The product is: [F:40][C:37]1[CH:38]=[CH:39][C:34]([C:32](=[O:33])[CH2:31][N:15]2[CH2:16][CH:13]([CH2:12][S:9]([C:6]3[CH:7]=[CH:8][C:3]([F:2])=[CH:4][CH:5]=3)(=[O:11])=[O:10])[CH2:14]2)=[CH:35][CH:36]=1. (9) Given the reactants [Cl:1][C:2]1[C:10]([Cl:11])=[CH:9][CH:8]=[CH:7][C:3]=1[C:4]([OH:6])=O.[Cl:12][C:13]1[CH:18]=[CH:17][C:16]([CH:19]([C:22]2[CH:27]=[CH:26][CH:25]=[CH:24][CH:23]=2)[CH2:20][NH2:21])=[CH:15][CH:14]=1, predict the reaction product. The product is: [Cl:1][C:2]1[C:10]([Cl:11])=[CH:9][CH:8]=[CH:7][C:3]=1[C:4]([NH:21][CH2:20][CH:19]([C:16]1[CH:15]=[CH:14][C:13]([Cl:12])=[CH:18][CH:17]=1)[C:22]1[CH:23]=[CH:24][CH:25]=[CH:26][CH:27]=1)=[O:6].